From a dataset of Full USPTO retrosynthesis dataset with 1.9M reactions from patents (1976-2016). Predict the reactants needed to synthesize the given product. (1) The reactants are: [CH2:1]([C:4]1[S:29][C:7]2[N:8]=[C:9]([O:25][CH2:26][CH2:27][NH2:28])[N:10]=[C:11]([N:12]3[CH2:17][CH2:16][N:15]4[C:18]([C:21]([F:24])([F:23])[F:22])=[N:19][N:20]=[C:14]4[CH2:13]3)[C:6]=2[CH:5]=1)[CH2:2][CH3:3].[OH:30][CH2:31][C:32](O)=[O:33]. Given the product [OH:33][CH2:32][C:31]([NH:28][CH2:27][CH2:26][O:25][C:9]1[N:10]=[C:11]([N:12]2[CH2:17][CH2:16][N:15]3[C:18]([C:21]([F:22])([F:24])[F:23])=[N:19][N:20]=[C:14]3[CH2:13]2)[C:6]2[CH:5]=[C:4]([CH2:1][CH2:2][CH3:3])[S:29][C:7]=2[N:8]=1)=[O:30], predict the reactants needed to synthesize it. (2) The reactants are: [Pd:1]([Cl:3])[Cl:2].[Cl-].[Li+].[CH2:6]1[CH:10]2[CH:9]3[CH:8]=[CH:7][CH:6]([CH:9]2[CH:8]=[CH:7]1)[CH2:10]3. Given the product [Cl:2][Pd:1][Cl:3].[CH:10]1[CH2:9][CH:8]=[CH:7][CH:6]=1.[CH:10]1[CH2:9][CH:8]=[CH:7][CH:6]=1, predict the reactants needed to synthesize it. (3) Given the product [F:1][CH:2]([F:16])[CH2:3][O:4][C:5]1[C:10]([CH3:11])=[CH:9][C:8]([CH:12]([NH:23][S@@:21]([C:18]([CH3:20])([CH3:19])[CH3:17])=[O:22])[CH3:13])=[CH:7][C:6]=1[CH3:15], predict the reactants needed to synthesize it. The reactants are: [F:1][CH:2]([F:16])[CH2:3][O:4][C:5]1[C:10]([CH3:11])=[CH:9][C:8]([C:12](=O)[CH3:13])=[CH:7][C:6]=1[CH3:15].[CH3:17][C:18]([S@:21]([NH2:23])=[O:22])([CH3:20])[CH3:19]. (4) Given the product [CH3:1][N:2]([CH2:22][C@@H:23]1[C:26]2[CH:27]=[C:28]([O:33][CH3:34])[C:29]([O:31][CH3:32])=[CH:30][C:25]=2[CH2:24]1)[CH2:3][CH2:4][CH2:5][N:6]1[C:16](=[O:17])[CH2:15][C:14]2[C:9](=[CH:10][C:11]([O:20][CH3:21])=[C:12]([O:18][CH3:19])[CH:13]=2)[CH2:8][CH2:7]1.[ClH:35], predict the reactants needed to synthesize it. The reactants are: [CH3:1][N:2]([CH2:22][C@@H:23]1[C:26]2[CH:27]=[C:28]([O:33][CH3:34])[C:29]([O:31][CH3:32])=[CH:30][C:25]=2[CH2:24]1)[CH2:3][CH2:4][CH2:5][N:6]1[C:16](=[O:17])[CH2:15][C:14]2[C:9](=[CH:10][C:11]([O:20][CH3:21])=[C:12]([O:18][CH3:19])[CH:13]=2)[CH2:8][CH2:7]1.[ClH:35].C(#N)C. (5) The reactants are: [Cl:1][C:2]1[CH:7]=[CH:6][N:5]=[C:4]2[CH:8]=[CH:9][S:10][C:3]=12.[Li]CCCC.[CH2:16]([O:18][CH:19]([O:27][CH2:28][CH3:29])[CH2:20][N:21]1[CH:25]=[C:24](I)[N:23]=[CH:22]1)[CH3:17].CC(OC)(C)C. Given the product [Cl:1][C:2]1[CH:7]=[CH:6][N:5]=[C:4]2[CH:8]=[C:9]([C:24]3[N:23]=[CH:22][N:21]([CH2:20][CH:19]([O:27][CH2:28][CH3:29])[O:18][CH2:16][CH3:17])[CH:25]=3)[S:10][C:3]=12, predict the reactants needed to synthesize it. (6) Given the product [I:1][C:2]1[CH:9]=[C:8]([O:10][CH2:11][C:12]2[CH:17]=[CH:16][C:15]([O:18][CH3:19])=[CH:14][CH:13]=2)[CH:7]=[CH:6][C:3]=1[CH:4]=[CH:20][C:21](=[O:22])[CH3:23], predict the reactants needed to synthesize it. The reactants are: [I:1][C:2]1[CH:9]=[C:8]([O:10][CH2:11][C:12]2[CH:17]=[CH:16][C:15]([O:18][CH3:19])=[CH:14][CH:13]=2)[CH:7]=[CH:6][C:3]=1[CH:4]=O.[CH3:20][C:21]([CH3:23])=[O:22].[OH-].[Na+].